Dataset: Experimentally validated miRNA-target interactions with 360,000+ pairs, plus equal number of negative samples. Task: Binary Classification. Given a miRNA mature sequence and a target amino acid sequence, predict their likelihood of interaction. (1) The miRNA is hsa-miR-4651 with sequence CGGGGUGGGUGAGGUCGGGC. The protein sequence of the target gene is MAAIRKKLVVVGDGACGKTCLLIVFSKDEFPEVYVPTVFENYVADIEVDGKQVELALWDTAGQEDYDRLRPLSYPDTDVILMCFSVDSPDSLENIPEKWVPEVKHFCPNVPIILVANKKDLRSDEHVRTELARMKQEPVRTDDGRAMAVRIQAYDYLECSAKTKEGVREVFETATRAALQKRYGSQNGCINCCKVL. Result: 1 (interaction). (2) The miRNA is mmu-miR-30e-5p with sequence UGUAAACAUCCUUGACUGGAAG. The protein sequence of the target gene is MKALDEPPYLTVGTDVSAKYRGAFCEAKIKTAKRLVKVKVTFRHDSSTVEVQDDHIKGPLKVGAIVEVKNLDGAYQEAVINKLTDASWYTVVFDDGDEKTLRRSSLCLKGERHFAESETLDQLPLTNPEHFGTPVIGKKTNRGRRSNHIPEEESSSSSSDDDEEERKQTDELLGKVVCVDYVSLEKKKAMWFPALVVCPDCSDEIAVKKDNILVRSFKDGKFTSVPRKDVHEITSDTVPKPDAVLKQAFDQALEFHKSRAIPANWKTELKEDSSSSEAEEEEEEEDDEKEKEDNSSEEEE.... Result: 1 (interaction). (3) The miRNA is hsa-miR-204-3p with sequence GCUGGGAAGGCAAAGGGACGU. The protein sequence of the target gene is MAEAVAAPISPWTMAATIQAMERKIESQAARLLSLEGRTGMAEKKLADCEKTAVEFGNQLEGKWAVLGTLLQEYGLLQRRLENVENLLRNRNFWILRLPPGSKGESPKEWGKLEDWQKELYKHVMRGNYETLVSLDYAISKPEVLSQIEQGKEPCNWRRPGPKIPDVPVDPSPGSGPPVPAPDLLMQIKQEGELQLQEQQALGVEAWAAGQPDIGEEPWGLSQLDSGAGDISTDATSGVHSNFSTTIPPTSWQTDLPPHHPSSACSDGTLKLNTAASTEDVKIVIKTEVQEEEVVATPVH.... Result: 1 (interaction). (4) The miRNA is hsa-miR-548l with sequence AAAAGUAUUUGCGGGUUUUGUC. The protein sequence of the target gene is MVEDELALFDKSINEFWNKFKSTDTSCQMAGLRDTYKDSIKAFAEKLSVKLKEEERMVEMFLEYQNQISRQNKLIQEKKDNLLKLIAEVKGKKQELEVLTANIQDLKEEYSRKKETISTANKANAERLKRLQKSADLYKDRLGLEIRKIYGEKLQFIFTNIDPKNPESPFMFSLHLNEARDYEVSDSAPHLEGLAEFQENVRKTNNFSAFLANVRKAFTATVYN. Result: 1 (interaction).